The task is: Regression. Given a peptide amino acid sequence and an MHC pseudo amino acid sequence, predict their binding affinity value. This is MHC class I binding data.. This data is from Peptide-MHC class I binding affinity with 185,985 pairs from IEDB/IMGT. (1) The peptide sequence is RPRPRTPEW. The MHC is HLA-B51:01 with pseudo-sequence HLA-B51:01. The binding affinity (normalized) is 0.213. (2) The peptide sequence is YAMAIRQAI. The MHC is HLA-A26:01 with pseudo-sequence HLA-A26:01. The binding affinity (normalized) is 0.213. (3) The peptide sequence is LSDHQDLKW. The MHC is HLA-B40:01 with pseudo-sequence HLA-B40:01. The binding affinity (normalized) is 0.0847. (4) The binding affinity (normalized) is 0. The MHC is Mamu-A2601 with pseudo-sequence Mamu-A2601. The peptide sequence is VPKFHLPVE. (5) The peptide sequence is WVLAYMLFT. The MHC is HLA-A02:01 with pseudo-sequence HLA-A02:01. The binding affinity (normalized) is 0.635.